From a dataset of Forward reaction prediction with 1.9M reactions from USPTO patents (1976-2016). Predict the product of the given reaction. (1) Given the reactants Br[CH2:2][C:3](=O)[C:4]([O:6][CH2:7][CH3:8])=[O:5].[C:10]1([CH:16]=[CH:17][C:18]([NH2:20])=[O:19])[CH:15]=[CH:14][CH:13]=[CH:12][CH:11]=1.C([O-])(O)=O.[Na+], predict the reaction product. The product is: [CH:17](/[C:18]1[O:19][CH:2]=[C:3]([C:4]([O:6][CH2:7][CH3:8])=[O:5])[N:20]=1)=[CH:16]\[C:10]1[CH:15]=[CH:14][CH:13]=[CH:12][CH:11]=1. (2) Given the reactants [OH-].[Na+].[CH2:3]([N:10]1[CH2:19][CH2:18][CH2:17][C:11]21[O:16][CH2:15][CH2:14][NH:13][CH2:12]2)[C:4]1[CH:9]=[CH:8][CH:7]=[CH:6][CH:5]=1.[C:20](O[C:20]([O:21][C:22]([CH3:25])([CH3:24])[CH3:23])=[O:26])(=[O:26])[O:21][C:22]([CH3:25])([CH3:24])[CH3:23], predict the reaction product. The product is: [CH2:3]([N:10]1[CH2:19][CH2:18][CH2:17][C:11]21[O:16][CH2:15][CH2:14][N:13]([C:20]([O:21][C:22]([CH3:25])([CH3:24])[CH3:23])=[O:26])[CH2:12]2)[C:4]1[CH:9]=[CH:8][CH:7]=[CH:6][CH:5]=1. (3) Given the reactants [CH:1]1([N:4]([C:25]([C@@H:27]2[O:32][CH2:31][C@H:30]([CH2:33][OH:34])[NH:29][CH2:28]2)=[O:26])[C@@H:5]([C:7]2[C:15]3[C:10](=[N:11][C:12]([CH3:16])=[CH:13][CH:14]=3)[N:9]([CH2:17][CH2:18][CH2:19][NH:20][C:21](=[O:24])[O:22][CH3:23])[N:8]=2)[CH3:6])[CH2:3][CH2:2]1.[CH:35](=O)[C:36]1[CH:41]=[CH:40][CH:39]=[CH:38][CH:37]=1.C(O[BH-](OC(=O)C)OC(=O)C)(=O)C.[Na+].C(=O)([O-])O.[Na+], predict the reaction product. The product is: [CH2:35]([N:29]1[C@@H:30]([CH2:33][OH:34])[CH2:31][O:32][C@@H:27]([C:25]([N:4]([CH:1]2[CH2:2][CH2:3]2)[C@@H:5]([C:7]2[C:15]3[C:10](=[N:11][C:12]([CH3:16])=[CH:13][CH:14]=3)[N:9]([CH2:17][CH2:18][CH2:19][NH:20][C:21](=[O:24])[O:22][CH3:23])[N:8]=2)[CH3:6])=[O:26])[CH2:28]1)[C:36]1[CH:41]=[CH:40][CH:39]=[CH:38][CH:37]=1.